This data is from Choline transporter screen with 302,306 compounds. The task is: Binary Classification. Given a drug SMILES string, predict its activity (active/inactive) in a high-throughput screening assay against a specified biological target. The compound is S=C(NC(=O)C1CCCC1)Nc1cc([N+]([O-])=O)ccc1. The result is 0 (inactive).